This data is from Catalyst prediction with 721,799 reactions and 888 catalyst types from USPTO. The task is: Predict which catalyst facilitates the given reaction. (1) Reactant: [C:1]([O:5][C:6]([N:8]([CH:20]1[CH2:26][C:25]2[CH:27]=[C:28]([C:31]([OH:33])=O)[CH:29]=[CH:30][C:24]=2[CH2:23][CH2:22][CH2:21]1)[CH2:9][C@H:10]([OH:19])[CH2:11][O:12][C:13]1[CH:18]=[CH:17][CH:16]=[CH:15][CH:14]=1)=[O:7])([CH3:4])([CH3:3])[CH3:2].Cl.[CH3:35][N:36](C)CCCN=C=NCC.ON1C2C=CC=CC=2N=N1.CN. Product: [OH:19][C@H:10]([CH2:11][O:12][C:13]1[CH:18]=[CH:17][CH:16]=[CH:15][CH:14]=1)[CH2:9][N:8]([CH:20]1[CH2:21][CH2:22][CH2:23][C:24]2[CH:30]=[CH:29][C:28]([C:31](=[O:33])[NH:36][CH3:35])=[CH:27][C:25]=2[CH2:26]1)[C:6]([O:5][C:1]([CH3:4])([CH3:3])[CH3:2])=[O:7]. The catalyst class is: 489. (2) The catalyst class is: 3. Reactant: [NH2:1][CH2:2][CH2:3][N:4]1[C:13]2[C:8](=[N:9][CH:10]=[C:11]([CH2:14][C:15]3[CH:20]=[CH:19][C:18]([F:21])=[CH:17][CH:16]=3)[CH:12]=2)[C:7]([OH:22])=[C:6]([C:23]([NH:25][CH2:26][CH2:27][O:28][CH2:29][CH3:30])=[O:24])[C:5]1=[O:31].C(N(C(C)C)CC)(C)C.Cl[C:42]([O:44][CH3:45])=[O:43]. Product: [CH2:29]([O:28][CH2:27][CH2:26][NH:25][C:23]([C:6]1[C:5](=[O:31])[N:4]([CH2:3][CH2:2][NH:1][C:42](=[O:43])[O:44][CH3:45])[C:13]2[C:8]([C:7]=1[OH:22])=[N:9][CH:10]=[C:11]([CH2:14][C:15]1[CH:16]=[CH:17][C:18]([F:21])=[CH:19][CH:20]=1)[CH:12]=2)=[O:24])[CH3:30].